Dataset: Experimentally validated miRNA-target interactions with 360,000+ pairs, plus equal number of negative samples. Task: Binary Classification. Given a miRNA mature sequence and a target amino acid sequence, predict their likelihood of interaction. (1) The miRNA is hsa-miR-34a-3p with sequence CAAUCAGCAAGUAUACUGCCCU. The protein sequence of the target gene is MASHVDLLTELQLLEKVPTLERLRAAQKRRAQQLKKWAQYEQDLQHRKRKHERKRSTGGRRKKVSFEASVALLEASLRNDAEEVRYFLKNKVSPDLCNEDGLTALHQCCIDNFEEIVKLLLSHGANVNAKDNELWTPLHAAATCGHINLVKILVQYGADLLAVNSDGNMPYDLCEDEPTLDVIETCMAYQGITQEKINEMRVAPEQQMIADIHCMIAAGQDLDWIDAQGATLLHIAGANGYLRAAELLLDHGVRVDVKDWDGWEPLHAAAFWGQMQMAELLVSHGASLSARTSMDEMPID.... Result: 1 (interaction). (2) The miRNA is hsa-miR-130b-5p with sequence ACUCUUUCCCUGUUGCACUAC. The protein sequence of the target gene is MESRSVAQAGVQWCDLGSLQAPPPGFTLFSCLSLLSSWDYSSGFSGFCASPIEESHGALISSCNSRTMTDGLVTFRDVAIDFSQEEWECLDPAQRDLYVDVMLENYSNLVSLDLESKTYETKKIFSENDIFEINFSQWEMKDKSKTLGLEASIFRNNWKCKSIFEGLKGHQEGYFSQMIISYEKIPSYRKSKSLTPHQRIHNTEKSYVCKECGKACSHGSKLVQHERTHTAEKHFECKECGKNYLSAYQLNVHQRFHTGEKPYECKECGKTFSWGSSLVKHERIHTGEKPYECKECGKAF.... Result: 1 (interaction).